This data is from Reaction yield outcomes from USPTO patents with 853,638 reactions. The task is: Predict the reaction yield, written as a fraction of the theoretical maximum amount of product (1.0 means a 100% yield; for example, 0.34 means a 34% yield). (1) The reactants are [CH2:1]([C:4]1[S:34][C:7]2[N:8]=[C:9]([N:25]3[CH2:30][CH2:29][CH2:28][CH:27]([C:31]([OH:33])=[O:32])[CH2:26]3)[N:10]=[C:11]([N:12]3[CH2:17][CH2:16][N:15]4[C:18]([C:21]([F:24])([F:23])[F:22])=[N:19][N:20]=[C:14]4[CH2:13]3)[C:6]=2[CH:5]=1)[CH2:2][CH3:3].C(=O)([O-])[O-].[K+].[K+].I[CH:42]([CH3:44])[CH3:43]. The catalyst is CN(C)C=O. The product is [CH:42]([O:32][C:31]([CH:27]1[CH2:28][CH2:29][CH2:30][N:25]([C:9]2[N:10]=[C:11]([N:12]3[CH2:17][CH2:16][N:15]4[C:18]([C:21]([F:23])([F:22])[F:24])=[N:19][N:20]=[C:14]4[CH2:13]3)[C:6]3[CH:5]=[C:4]([CH2:1][CH2:2][CH3:3])[S:34][C:7]=3[N:8]=2)[CH2:26]1)=[O:33])([CH3:44])[CH3:43]. The yield is 0.740. (2) The reactants are [CH3:1][O:2][C:3]1[CH:4]=[C:5]([C:9]2[NH:15][C:14](=[O:16])[C:13]3[CH:17]=[CH:18][CH:19]=[CH:20][C:12]=3[O:11][CH:10]=2)[CH:6]=[CH:7][CH:8]=1.[H-].[Na+].Cl.O. The catalyst is O1CCOCC1. The product is [OH:11][C:10]1[C:17]2[C:13](=[CH:12][CH:20]=[CH:19][CH:18]=2)[C:14](=[O:16])[NH:15][C:9]=1[C:5]1[CH:6]=[CH:7][CH:8]=[C:3]([O:2][CH3:1])[CH:4]=1. The yield is 0.820.